From a dataset of Full USPTO retrosynthesis dataset with 1.9M reactions from patents (1976-2016). Predict the reactants needed to synthesize the given product. (1) Given the product [CH2:33]([NH:35][C:36](=[O:37])[C:38]1[CH:44]=[CH:43][C:41]([NH:42][C:2]2[N:3]=[C:4]([NH:21][CH2:22][C:23]([F:26])([F:24])[F:25])[C:5]3[CH:10]=[CH:9][N:8]([S:11]([C:14]4[CH:19]=[CH:18][C:17]([CH3:20])=[CH:16][CH:15]=4)(=[O:13])=[O:12])[C:6]=3[N:7]=2)=[CH:40][CH:39]=1)[CH3:34], predict the reactants needed to synthesize it. The reactants are: Cl[C:2]1[N:3]=[C:4]([NH:21][CH2:22][C:23]([F:26])([F:25])[F:24])[C:5]2[CH:10]=[CH:9][N:8]([S:11]([C:14]3[CH:19]=[CH:18][C:17]([CH3:20])=[CH:16][CH:15]=3)(=[O:13])=[O:12])[C:6]=2[N:7]=1.C(=O)([O-])[O-].[K+].[K+].[CH2:33]([NH:35][C:36]([C:38]1[CH:44]=[CH:43][C:41]([NH2:42])=[CH:40][CH:39]=1)=[O:37])[CH3:34]. (2) Given the product [ClH:1].[ClH:1].[CH3:10][C@H:11]1[NH:16][CH2:15][CH2:14][N:13]([CH2:17][C@@H:18]([C:30]2([OH:36])[CH2:35][CH2:34][CH2:33][CH2:32][CH2:31]2)[C:19]2[CH:24]=[CH:23][CH:22]=[C:21]([O:25][C:26]([F:29])([F:28])[F:27])[CH:20]=2)[CH2:12]1, predict the reactants needed to synthesize it. The reactants are: [ClH:1].Cl.C1(O)CCCCC1.[CH3:10][C@H:11]1[NH:16][CH2:15][CH2:14][N:13]([C:17](=O)[C@@H:18]([C:30]2([OH:36])[CH2:35][CH2:34][CH2:33][CH2:32][CH2:31]2)[C:19]2[CH:24]=[CH:23][CH:22]=[C:21]([O:25][C:26]([F:29])([F:28])[F:27])[CH:20]=2)[CH2:12]1. (3) Given the product [CH2:1]([O:8][C:9]([N:11]1[CH2:15][C@H:14]([O:16][Si:17]([C:20]([CH3:21])([CH3:22])[CH3:23])([CH3:19])[CH3:18])[CH2:13][C@@H:12]1[CH:24]=[O:25])=[O:10])[C:2]1[CH:7]=[CH:6][CH:5]=[CH:4][CH:3]=1, predict the reactants needed to synthesize it. The reactants are: [CH2:1]([O:8][C:9]([N:11]1[CH2:15][C@H:14]([O:16][Si:17]([C:20]([CH3:23])([CH3:22])[CH3:21])([CH3:19])[CH3:18])[CH2:13][C@@H:12]1[CH2:24][OH:25])=[O:10])[C:2]1[CH:7]=[CH:6][CH:5]=[CH:4][CH:3]=1.CC(OI1(OC(C)=O)(OC(C)=O)OC(=O)C2C=CC=CC1=2)=O. (4) The reactants are: [CH3:1][N:2]1[C:10]2[CH2:9][CH2:8][CH2:7][C:6](=[O:11])[C:5]=2[CH:4]=[N:3]1.C1(N([S:19]([C:22]([F:25])([F:24])[F:23])(=[O:21])=[O:20])[S:19]([C:22]([F:25])([F:24])[F:23])(=[O:21])=[O:20])C=CC=CC=1.C[Si]([N-][Si](C)(C)C)(C)C.[K+]. Given the product [F:23][C:22]([F:25])([F:24])[S:19]([O:11][C:6]1[C:5]2[CH:4]=[N:3][N:2]([CH3:1])[C:10]=2[CH2:9][CH2:8][CH:7]=1)(=[O:21])=[O:20], predict the reactants needed to synthesize it. (5) Given the product [CH2:7]([O:6][P:4]([CH2:9]/[CH:10]=[CH:11]/[C:12]1[CH:13]=[C:14]([CH:15]=[CH:16][CH:17]=1)[C:25]#[N:26])([O:3][CH2:1][CH3:2])=[O:5])[CH3:8], predict the reactants needed to synthesize it. The reactants are: [CH2:1]([O:3][P:4]([CH2:9]/[CH:10]=[CH:11]/[C:12]1[CH:13]=[C:14](NC(=O)C)[CH:15]=[CH:16][CH:17]=1)([O:6][CH2:7][CH3:8])=[O:5])[CH3:2].IC1C=[C:25](C=CC=1)[NH:26]C(=O)C.